This data is from Full USPTO retrosynthesis dataset with 1.9M reactions from patents (1976-2016). The task is: Predict the reactants needed to synthesize the given product. The reactants are: B1([C:10]2[CH:15]=[CH:14][C:13]([S:16]([NH2:19])(=[O:18])=[O:17])=[CH:12][CH:11]=2)OC(C)(C)C(C)(C)O1.I[C:21]1[C:29]2[C:24](=[N:25][CH:26]=[N:27][C:28]=2[NH2:30])[N:23]([CH:31]([CH3:33])[CH3:32])[N:22]=1.C([O-])([O-])=O.[Na+].[Na+]. Given the product [NH2:30][C:28]1[N:27]=[CH:26][N:25]=[C:24]2[N:23]([CH:31]([CH3:33])[CH3:32])[N:22]=[C:21]([C:10]3[CH:11]=[CH:12][C:13]([S:16]([NH2:19])(=[O:17])=[O:18])=[CH:14][CH:15]=3)[C:29]=12, predict the reactants needed to synthesize it.